This data is from Forward reaction prediction with 1.9M reactions from USPTO patents (1976-2016). The task is: Predict the product of the given reaction. (1) Given the reactants [N+:1]([C:4]1[NH:8][N:7]=[C:6]([C:9]([OH:11])=O)[CH:5]=1)([O-:3])=[O:2].S(Cl)(Cl)=O.Cl.[CH3:17][NH:18][O:19][CH3:20].C(N(CC)CC)C, predict the reaction product. The product is: [CH3:20][O:19][N:18]([CH3:17])[C:9]([C:6]1[CH:5]=[C:4]([N+:1]([O-:3])=[O:2])[NH:8][N:7]=1)=[O:11]. (2) Given the reactants [Cl:1][C:2]1[CH:3]=[C:4]2[C:9](=[CH:10][CH:11]=1)[CH:8]=[C:7]([S:12]([CH2:15][CH2:16][C:17]([N:19]1[CH2:24][CH2:23][CH:22](/[CH:25]=[CH:26]\[C:27]3[N:28]=[C:29]([CH3:32])[NH:30][CH:31]=3)[CH2:21][CH2:20]1)=[O:18])(=[O:14])=[O:13])[CH:6]=[CH:5]2, predict the reaction product. The product is: [Cl:1][C:2]1[CH:3]=[C:4]2[C:9](=[CH:10][CH:11]=1)[CH:8]=[C:7]([S:12]([CH2:15][CH2:16][C:17]([N:19]1[CH2:20][CH2:21][CH:22]([CH2:25][CH2:26][C:27]3[N:28]=[C:29]([CH3:32])[NH:30][CH:31]=3)[CH2:23][CH2:24]1)=[O:18])(=[O:13])=[O:14])[CH:6]=[CH:5]2.